From a dataset of Catalyst prediction with 721,799 reactions and 888 catalyst types from USPTO. Predict which catalyst facilitates the given reaction. (1) Reactant: [CH:1]1([S:4]([NH:7][C:8]([C@@:10]2([NH:15]C(=O)OC(C)(C)C)[CH2:12][C@H:11]2[CH:13]=[CH2:14])=[O:9])(=[O:6])=[O:5])[CH2:3][CH2:2]1.C([Cl:26])(=O)C. Product: [ClH:26].[NH2:15][C@:10]1([C:8]([NH:7][S:4]([CH:1]2[CH2:3][CH2:2]2)(=[O:6])=[O:5])=[O:9])[CH2:12][C@H:11]1[CH:13]=[CH2:14]. The catalyst class is: 5. (2) Reactant: [N:1]12[CH2:8][CH2:7][CH:4]([CH2:5][CH2:6]1)[CH:3]([O:9][C:10]1[N:15]=[CH:14][C:13]([C:16]3[CH:21]=[CH:20][C:19]([NH:22]C(=O)OC(C)(C)C)=[CH:18][CH:17]=3)=[CH:12][N:11]=1)[CH2:2]2.FC(F)(F)C(O)=O. Product: [N:1]12[CH2:6][CH2:5][CH:4]([CH2:7][CH2:8]1)[CH:3]([O:9][C:10]1[N:15]=[CH:14][C:13]([C:16]3[CH:21]=[CH:20][C:19]([NH2:22])=[CH:18][CH:17]=3)=[CH:12][N:11]=1)[CH2:2]2. The catalyst class is: 2. (3) Reactant: [CH3:1][CH:2]([CH3:38])[C@H:3]([NH:33][C:34](=[O:37])[O:35][CH3:36])[C:4](=[O:32])[N:5]1[CH2:9][CH2:8][CH2:7][C@H:6]1[C:10]1[NH:14][C:13]2[C:15]3[C:20]([CH:21]=[CH:22][C:12]=2[N:11]=1)=[CH:19][C:18](B1OC(C)(C)C(C)(C)O1)=[CH:17][CH:16]=3.Br[C:40]1[CH:45]=[CH:44][C:43]([C:46]2[NH:50][C:49]([C@@H:51]3[C@@H:56]4[CH2:57][C@@H:53]([CH2:54][CH2:55]4)[N:52]3[C:58]([O:60][C:61]([CH3:64])([CH3:63])[CH3:62])=[O:59])=[N:48][CH:47]=2)=[CH:42][CH:41]=1.C([O-])([O-])=O.[K+].[K+]. Product: [CH3:36][O:35][C:34]([NH:33][C@@H:3]([CH:2]([CH3:38])[CH3:1])[C:4]([N:5]1[CH2:9][CH2:8][CH2:7][C@H:6]1[C:10]1[NH:14][C:13]2[C:15]3[C:20]([CH:21]=[CH:22][C:12]=2[N:11]=1)=[CH:19][C:18]([C:40]1[CH:41]=[CH:42][C:43]([C:46]2[NH:50][C:49]([C@@H:51]4[C@@H:56]5[CH2:57][C@@H:53]([CH2:54][CH2:55]5)[N:52]4[C:58]([O:60][C:61]([CH3:64])([CH3:63])[CH3:62])=[O:59])=[N:48][CH:47]=2)=[CH:44][CH:45]=1)=[CH:17][CH:16]=3)=[O:32])=[O:37]. The catalyst class is: 104.